Task: Predict the product of the given reaction.. Dataset: Forward reaction prediction with 1.9M reactions from USPTO patents (1976-2016) (1) Given the reactants CCOCCO[CH2:7][CH2:8][O:9][C:10]([CH:12]=[CH2:13])=[O:11].[CH3:14][C:15](N=NC(C#N)(C)C)(C#N)C, predict the reaction product. The product is: [CH3:14][CH2:15][CH2:7][CH2:8][O:9][C:10]([CH:12]=[CH2:13])=[O:11]. (2) The product is: [CH:47]1([C@@:53]([C:56]([O:58][CH3:59])=[O:57])([CH3:55])[NH:54][C:43]([C:34]2[C:33]([NH:32][C:30]([O:29][C:25]([CH3:26])([CH3:28])[CH3:27])=[O:31])=[CH:42][C:41]3[C:36](=[CH:37][CH:38]=[CH:39][CH:40]=3)[CH:35]=2)=[O:44])[CH2:52][CH2:51][CH2:50][CH2:49][CH2:48]1. Given the reactants CN(C(ON1N=NC2C=CC=NC1=2)=[N+](C)C)C.F[P-](F)(F)(F)(F)F.[C:25]([O:29][C:30]([NH:32][C:33]1[C:34]([C:43](O)=[O:44])=[CH:35][C:36]2[C:41]([CH:42]=1)=[CH:40][CH:39]=[CH:38][CH:37]=2)=[O:31])([CH3:28])([CH3:27])[CH3:26].Cl.[CH:47]1([C@@:53]([C:56]([O:58][CH3:59])=[O:57])([CH3:55])[NH2:54])[CH2:52][CH2:51][CH2:50][CH2:49][CH2:48]1.C(N(C(C)C)CC)(C)C, predict the reaction product. (3) Given the reactants [NH3:1].[F:2][C:3]1[CH:31]=[C:30]([CH3:32])[CH:29]=[CH:28][C:4]=1[NH:5][C:6]1[C:7]([C:14](OC2C(F)=C(F)C(F)=C(F)C=2F)=[O:15])=[CH:8][N:9]([CH3:13])[C:10](=[O:12])[CH:11]=1, predict the reaction product. The product is: [F:2][C:3]1[CH:31]=[C:30]([CH3:32])[CH:29]=[CH:28][C:4]=1[NH:5][C:6]1[C:7]([C:14]([NH2:1])=[O:15])=[CH:8][N:9]([CH3:13])[C:10](=[O:12])[CH:11]=1. (4) Given the reactants Br[C:2]1[CH:3]=[C:4]([C:9]([OH:11])=O)[CH:5]=[N:6][C:7]=1Cl.[OH:12][CH2:13][CH:14]1[CH2:16][CH2:15]1.[C:17]([C:19]1[CH:24]=[CH:23][C:22](B(O)O)=[CH:21][CH:20]=1)#[N:18].[NH2:28][CH2:29][C:30]([CH:33]1[CH2:35][CH2:34]1)([OH:32])[CH3:31], predict the reaction product. The product is: [C:17]([C:19]1[CH:24]=[CH:23][C:22]([C:2]2[C:7]([O:12][CH2:13][CH:14]3[CH2:16][CH2:15]3)=[N:6][CH:5]=[C:4]([CH:3]=2)[C:9]([NH:28][CH2:29][C:30]([CH:33]2[CH2:35][CH2:34]2)([OH:32])[CH3:31])=[O:11])=[CH:21][CH:20]=1)#[N:18]. (5) Given the reactants [Br:1][C:2]1[CH:10]=[CH:9][C:8]([C:11]#[N:12])=[C:7]2[C:3]=1[C:4]([CH2:13][NH:14][CH:15]([CH:21](OCC)OCC)[C:16]([O:18][CH2:19][CH3:20])=[O:17])=[CH:5][NH:6]2, predict the reaction product. The product is: [Br:1][C:2]1[C:3]2[C:4]3[CH:13]=[N:14][C:15]([C:16]([O:18][CH2:19][CH3:20])=[O:17])=[CH:21][C:5]=3[NH:6][C:7]=2[C:8]([C:11]#[N:12])=[CH:9][CH:10]=1.